From a dataset of Catalyst prediction with 721,799 reactions and 888 catalyst types from USPTO. Predict which catalyst facilitates the given reaction. (1) Reactant: [C:1]([O:5][C:6]([N:8]1[CH2:13][CH2:12][CH:11]([O:14][CH2:15][C:16]([OH:18])=O)[CH2:10][CH2:9]1)=[O:7])([CH3:4])([CH3:3])[CH3:2].C(N=C=NCCCN(C)C)C.ON1C2C=CC=CC=2N=N1.[C:40]([NH:48][NH2:49])(=[O:47])[C:41]1[CH:46]=[CH:45][N:44]=[CH:43][CH:42]=1. The catalyst class is: 2. Product: [C:1]([O:5][C:6]([N:8]1[CH2:9][CH2:10][CH:11]([O:14][CH2:15][C:16](=[O:18])[NH:49][NH:48][C:40]([C:41]2[CH:46]=[CH:45][N:44]=[CH:43][CH:42]=2)=[O:47])[CH2:12][CH2:13]1)=[O:7])([CH3:2])([CH3:3])[CH3:4]. (2) Reactant: FC(F)(F)S(O[C:7]1[CH:8]=[CH:9][C:10]2[O:14][C:13]([C:15]([O:17][CH3:18])=[O:16])=[CH:12][C:11]=2[CH:19]=1)(=O)=O.CC1(C)C(C)(C)OB([C:30]2[CH:35]=[CH:34][C:33]([OH:36])=[CH:32][CH:31]=2)O1.C1(P(C2C=CC=CC=2)C2C=CC=CC=2)C=CC=CC=1.P([O-])([O-])([O-])=O.[K+].[K+].[K+].O. Product: [OH:36][C:33]1[CH:34]=[CH:35][C:30]([C:7]2[CH:8]=[CH:9][C:10]3[O:14][C:13]([C:15]([O:17][CH3:18])=[O:16])=[CH:12][C:11]=3[CH:19]=2)=[CH:31][CH:32]=1. The catalyst class is: 160. (3) Reactant: [CH2:1]([O:3][P:4]([CH2:9][CH2:10][CH2:11][O:12][C:13]1[CH:28]=[CH:27][C:16]([CH2:17][CH2:18][NH:19]C(=O)OC(C)(C)C)=[CH:15][CH:14]=1)([O:6][CH2:7][CH3:8])=[O:5])[CH3:2].Cl.O1CCOCC1. Product: [NH2:19][CH2:18][CH2:17][C:16]1[CH:15]=[CH:14][C:13]([O:12][CH2:11][CH2:10][CH2:9][P:4](=[O:5])([O:3][CH2:1][CH3:2])[O:6][CH2:7][CH3:8])=[CH:28][CH:27]=1. The catalyst class is: 2. (4) Reactant: [CH3:1][O:2][C:3](=[O:14])[C:4]1[CH:9]=[CH:8][C:7]([N:10]([CH3:12])[CH3:11])=[C:6]([F:13])[CH:5]=1.Cl[CH2:16]Cl.C[O:19][S:20]([C:23]([F:26])([F:25])[F:24])(=[O:22])=[O:21]. Product: [F:24][C:23]([F:26])([F:25])[S:20]([O-:22])(=[O:21])=[O:19].[F:13][C:6]1[CH:5]=[C:4]([C:3]([O:2][CH3:1])=[O:14])[CH:9]=[CH:8][C:7]=1[N+:10]([CH3:16])([CH3:11])[CH3:12]. The catalyst class is: 27. (5) Reactant: [F:1][C:2]1[CH:3]=[C:4]([CH2:19][N:20]2[CH2:25][CH2:24][NH:23][C@@H:22]([CH3:26])[CH2:21]2)[C:5]([CH3:18])=[C:6]([NH:8][C:9](=[O:17])[C:10]2[CH:15]=[CH:14][C:13]([CH3:16])=[N:12][CH:11]=2)[CH:7]=1.[CH:27]1([CH2:30][C:31](O)=[O:32])[CH2:29][CH2:28]1.CN(C(ON1N=NC2C=CC=NC1=2)=[N+](C)C)C.F[P-](F)(F)(F)(F)F.CCN(C(C)C)C(C)C. Product: [CH:27]1([CH2:30][C:31]([N:23]2[CH2:24][CH2:25][N:20]([CH2:19][C:4]3[C:5]([CH3:18])=[C:6]([NH:8][C:9](=[O:17])[C:10]4[CH:15]=[CH:14][C:13]([CH3:16])=[N:12][CH:11]=4)[CH:7]=[C:2]([F:1])[CH:3]=3)[CH2:21][C@@H:22]2[CH3:26])=[O:32])[CH2:29][CH2:28]1. The catalyst class is: 2. (6) Reactant: [F:1][CH:2]([F:26])[O:3][C:4]1[C:5]([OH:25])=[C:6](/[CH:10]=[CH:11]/[C:12]2[N:13]=[C:14]3[N:18]([C:19]=2[C:20]([O:22][CH2:23][CH3:24])=[O:21])[CH:17]=[CH:16][S:15]3)[CH:7]=[CH:8][CH:9]=1.Br[CH2:28][CH:29]1[CH2:32][CH2:31][CH2:30]1.C(=O)([O-])[O-].[K+].[K+]. Product: [CH:29]1([CH2:28][O:25][C:5]2[C:4]([O:3][CH:2]([F:1])[F:26])=[CH:9][CH:8]=[CH:7][C:6]=2/[CH:10]=[CH:11]/[C:12]2[N:13]=[C:14]3[N:18]([C:19]=2[C:20]([O:22][CH2:23][CH3:24])=[O:21])[CH:17]=[CH:16][S:15]3)[CH2:32][CH2:31][CH2:30]1. The catalyst class is: 9. (7) Reactant: [OH:1][CH2:2][CH:3]1[NH:8][C:7](=[O:9])[CH2:6][CH2:5][CH2:4]1.[H-].[Na+].[CH3:12]I. The catalyst class is: 7. Product: [CH3:12][O:1][CH2:2][CH:3]1[NH:8][C:7](=[O:9])[CH2:6][CH2:5][CH2:4]1. (8) Reactant: [Cl:1][C:2]1[CH:3]=[C:4]([CH:9]([CH:12]([OH:21])[C:13]2[CH:18]=[CH:17][CH:16]=[C:15]([S:19][CH3:20])[CH:14]=2)[C:10]#[N:11])[CH:5]=[CH:6][C:7]=1[Cl:8]. Product: [NH2:11][CH2:10][CH:9]([C:4]1[CH:5]=[CH:6][C:7]([Cl:8])=[C:2]([Cl:1])[CH:3]=1)[CH:12]([C:13]1[CH:18]=[CH:17][CH:16]=[C:15]([S:19][CH3:20])[CH:14]=1)[OH:21]. The catalyst class is: 1. (9) Reactant: [CH3:1][N:2]1[CH2:7][CH2:6][NH:5][CH2:4][CH2:3]1.[CH2:8]([O:15][C:16]1[CH:21]=[C:20]([O:22][CH2:23][C:24]2[CH:29]=[CH:28][CH:27]=[CH:26][CH:25]=2)[C:19]([Cl:30])=[CH:18][C:17]=1[C:31]1[O:35][N:34]=[C:33]([C:36]([O:38]CC)=O)[CH:32]=1)[C:9]1[CH:14]=[CH:13][CH:12]=[CH:11][CH:10]=1.O.CCOC(C)=O. Product: [CH2:8]([O:15][C:16]1[CH:21]=[C:20]([O:22][CH2:23][C:24]2[CH:29]=[CH:28][CH:27]=[CH:26][CH:25]=2)[C:19]([Cl:30])=[CH:18][C:17]=1[C:31]1[O:35][N:34]=[C:33]([C:36]([N:5]2[CH2:6][CH2:7][N:2]([CH3:1])[CH2:3][CH2:4]2)=[O:38])[CH:32]=1)[C:9]1[CH:10]=[CH:11][CH:12]=[CH:13][CH:14]=1. The catalyst class is: 14. (10) Reactant: [CH2:1]1[C:5]2([CH2:10][N:9]([C:11]([O:13][C:14]([CH3:17])([CH3:16])[CH3:15])=[O:12])[CH2:8][CH2:7][NH:6]2)[CH2:4][CH2:3][CH2:2]1.[H-].[Na+].Cl[C:21]1[O:22][C:23]2[C:24](=[C:26]([C:30]([O:32][CH3:33])=[O:31])[CH:27]=[CH:28][CH:29]=2)[N:25]=1. Product: [C:14]([O:13][C:11]([N:9]1[CH2:10][C:5]2([CH2:1][CH2:2][CH2:3][CH2:4]2)[N:6]([C:21]2[O:22][C:23]3[C:24](=[C:26]([C:30]([O:32][CH3:33])=[O:31])[CH:27]=[CH:28][CH:29]=3)[N:25]=2)[CH2:7][CH2:8]1)=[O:12])([CH3:17])([CH3:16])[CH3:15]. The catalyst class is: 57.